From a dataset of Full USPTO retrosynthesis dataset with 1.9M reactions from patents (1976-2016). Predict the reactants needed to synthesize the given product. (1) Given the product [CH3:10][C:8]1[CH:7]=[CH:6][C:5]([C:18]2[O:19][CH:20]=[CH:21][N:22]=2)=[C:4]([CH:9]=1)[C:3]([O:2][CH3:1])=[O:12], predict the reactants needed to synthesize it. The reactants are: [CH3:1][O:2][C:3](=[O:12])[C:4]1[CH:9]=[C:8]([CH3:10])[CH:7]=[CH:6][C:5]=1I.C([Sn](CCCC)(CCCC)[C:18]1[O:19][CH:20]=[CH:21][N:22]=1)CCC. (2) The reactants are: [CH3:1][S:2]([N:5]1[CH2:10][CH2:9][N:8]([CH2:11][C:12]2[S:20][C:19]3[C:18]([N:21]4[CH2:26][CH2:25][O:24][CH2:23][CH2:22]4)=[N:17][C:16](SC)=[N:15][C:14]=3[CH:13]=2)[CH2:7][CH2:6]1)(=[O:4])=[O:3].[CH3:29][O:30][C:31]1[C:36]([Sn](CCCC)(CCCC)CCCC)=[CH:35][N:34]=[C:33]([NH2:50])[N:32]=1. Given the product [CH3:29][O:30][C:31]1[C:36]([C:16]2[N:17]=[C:18]([N:21]3[CH2:22][CH2:23][O:24][CH2:25][CH2:26]3)[C:19]3[S:20][C:12]([CH2:11][N:8]4[CH2:7][CH2:6][N:5]([S:2]([CH3:1])(=[O:3])=[O:4])[CH2:10][CH2:9]4)=[CH:13][C:14]=3[N:15]=2)=[CH:35][N:34]=[C:33]([NH2:50])[N:32]=1, predict the reactants needed to synthesize it. (3) Given the product [CH3:27][N:3]1[CH:4]([CH3:26])[CH:5]([C:7]2[CH:12]=[CH:11][N:10]=[C:9]([C:13]3[C:17]4[C:18]([NH:22][CH:23]([CH3:24])[CH3:25])=[N:19][CH:20]=[CH:21][C:16]=4[NH:15][N:14]=3)[CH:8]=2)[CH:6]=[N:2]1.[CH3:1][N:2]1[CH:6]=[C:5]([C:7]2[CH:12]=[CH:11][N:10]=[C:9]([C:13]3[C:17]4[C:18]([NH:22][CH:23]([CH3:24])[CH3:25])=[N:19][CH:20]=[CH:21][C:16]=4[NH:15][N:14]=3)[CH:8]=2)[C:4]([CH3:26])=[N:3]1, predict the reactants needed to synthesize it. The reactants are: [CH3:1][N:2]1[CH:6]=[C:5]([C:7]2[CH:12]=[CH:11][N:10]=[C:9]([C:13]3[C:17]4[C:18]([NH:22][CH:23]([CH3:25])[CH3:24])=[N:19][CH:20]=[CH:21][C:16]=4[NH:15][N:14]=3)[CH:8]=2)[C:4]([CH3:26])=[N:3]1.[CH:27](NC1C2C(C3C=C(C4C=NN(C)C=4)C=CN=3)=NNC=2C=CN=1)(C)C.ClC1C=CN=C(C2C3C(NC(C)C)=NC=CC=3N(CC3C=CC(OC)=CC=3)N=2)C=1.CN1C=C(B(O)O)C(C)=N1.CN1C(C)=C(B(O)O)C=N1. (4) Given the product [NH2:1][C:2](=[O:38])[C:3](=[O:37])[CH:4]([NH:12][C:13](=[O:36])[C:14]1[CH:19]=[CH:18][CH:17]=[N:16][C:15]=1[N:20]1[CH:35]=[C:23]2[CH2:24][N:25]([CH2:28][C:29]3[CH:30]=[CH:31][CH:32]=[CH:33][CH:34]=3)[CH2:26][CH2:27][C:22]2=[N:21]1)[CH2:5][C:6]1[CH:11]=[CH:10][CH:9]=[CH:8][CH:7]=1, predict the reactants needed to synthesize it. The reactants are: [NH2:1][C:2](=[O:38])[CH:3]([OH:37])[CH:4]([NH:12][C:13](=[O:36])[C:14]1[CH:19]=[CH:18][CH:17]=[N:16][C:15]=1[N:20]1[CH:35]=[C:23]2[CH2:24][N:25]([CH2:28][C:29]3[CH:34]=[CH:33][CH:32]=[CH:31][CH:30]=3)[CH2:26][CH2:27][C:22]2=[N:21]1)[CH2:5][C:6]1[CH:11]=[CH:10][CH:9]=[CH:8][CH:7]=1.C(Cl)CCl.ClC(Cl)C(O)=O.C([O-])(O)=O.[Na+]. (5) The reactants are: [Na].[CH2:2]([N:4]([C:21]1[CH:26]=[CH:25][CH:24]=[CH:23][CH:22]=1)[C:5]([C:7]1[C:8](=[O:20])[N:9]([CH3:19])[C:10]2[C:15]([C:16]=1[OH:17])=[C:14]([Cl:18])[CH:13]=[CH:12][CH:11]=2)=[O:6])[CH3:3].O.C([O-])(=O)C.[Ca+2:32].C([O-])(=O)C. Given the product [Ca:32].[CH2:2]([N:4]([C:21]1[CH:26]=[CH:25][CH:24]=[CH:23][CH:22]=1)[C:5]([C:7]1[C:8](=[O:20])[N:9]([CH3:19])[C:10]2[C:15]([C:16]=1[OH:17])=[C:14]([Cl:18])[CH:13]=[CH:12][CH:11]=2)=[O:6])[CH3:3], predict the reactants needed to synthesize it.